This data is from Forward reaction prediction with 1.9M reactions from USPTO patents (1976-2016). The task is: Predict the product of the given reaction. (1) Given the reactants O1[CH:5]=[CH:4][CH:3]=[C:2]1[C:6]1[NH:10][C:9]2[CH:11]=[CH:12][C:13](/[N:15]=C/C3C=CC=C(C)C=3)=[CH:14][C:8]=2[N:7]=1.ClC1C=C(C=CC=1)/C=[N:29]/C1C=CC2NC(C3OC=CC=3)=NC=2C=1.FC1C=C(C=CC=1)/C=N/C1C=CC2NC(C3OC=CC=3)=NC=2C=1, predict the reaction product. The product is: [NH:29]1[CH:5]=[CH:4][CH:3]=[C:2]1[C:6]1[NH:10][C:9]2[CH:11]=[CH:12][C:13]([NH2:15])=[CH:14][C:8]=2[N:7]=1. (2) Given the reactants [F:1][C:2]1[CH:3]=[C:4]([CH:39]=[CH:40][C:41]=1[F:42])[CH2:5][N:6]1[CH2:38][CH2:37][C:9]2([N:18]([C:19]3[CH:24]=[CH:23][C:22]([O:25][CH3:26])=[CH:21][CH:20]=3)[C:17](=[O:27])[C:16]3[C:11](=[CH:12][C:13](B4OC(C)(C)C(C)(C)O4)=[CH:14][CH:15]=3)[NH:10]2)[CH2:8][CH2:7]1.Br[C:44]1[CH:45]=[N:46][CH:47]=[CH:48][CH:49]=1.C(Cl)Cl.O, predict the reaction product. The product is: [F:1][C:2]1[CH:3]=[C:4]([CH:39]=[CH:40][C:41]=1[F:42])[CH2:5][N:6]1[CH2:38][CH2:37][C:9]2([N:18]([C:19]3[CH:24]=[CH:23][C:22]([O:25][CH3:26])=[CH:21][CH:20]=3)[C:17](=[O:27])[C:16]3[C:11](=[CH:12][C:13]([C:44]4[CH:45]=[N:46][CH:47]=[CH:48][CH:49]=4)=[CH:14][CH:15]=3)[NH:10]2)[CH2:8][CH2:7]1. (3) Given the reactants C([O:3][C:4](=[O:34])[CH2:5][CH:6]1[CH2:11][CH2:10][N:9]([C:12]2[C:17]([NH:18][C:19](=[O:27])[C:20]3[CH:25]=[CH:24][CH:23]=[C:22]([Cl:26])[CH:21]=3)=[CH:16][C:15]([C:28]3[CH:33]=[CH:32][CH:31]=[CH:30][CH:29]=3)=[CH:14][N:13]=2)[CH2:8][CH2:7]1)C.O1CCCC1.CO.[OH-].[Li+], predict the reaction product. The product is: [Cl:26][C:22]1[CH:21]=[C:20]([CH:25]=[CH:24][CH:23]=1)[C:19]([NH:18][C:17]1[C:12]([N:9]2[CH2:10][CH2:11][CH:6]([CH2:5][C:4]([OH:34])=[O:3])[CH2:7][CH2:8]2)=[N:13][CH:14]=[C:15]([C:28]2[CH:29]=[CH:30][CH:31]=[CH:32][CH:33]=2)[CH:16]=1)=[O:27]. (4) Given the reactants [H-].[Na+].Br[C:4]1[CH:5]=[C:6]([C:15]2[CH:20]=[CH:19][C:18]([C:21]([F:24])([F:23])[F:22])=[CH:17][CH:16]=2)[CH:7]=[C:8]2[C:13]=1[NH:12][C:11](=[O:14])[CH2:10][CH2:9]2.C([Li])CCC.[C:30](=[O:32])=[O:31], predict the reaction product. The product is: [O:14]=[C:11]1[CH2:10][CH2:9][C:8]2[C:13](=[C:4]([C:30]([OH:32])=[O:31])[CH:5]=[C:6]([C:15]3[CH:20]=[CH:19][C:18]([C:21]([F:24])([F:23])[F:22])=[CH:17][CH:16]=3)[CH:7]=2)[NH:12]1. (5) Given the reactants [CH2:1]([Mg]Br)[CH3:2].COCN[C:9]([CH:11]1[CH2:14][N:13]([CH:15]([C:22]2[CH:27]=[CH:26][CH:25]=[CH:24][CH:23]=2)[C:16]2[CH:21]=[CH:20][CH:19]=[CH:18][CH:17]=2)[CH2:12]1)=[O:10], predict the reaction product. The product is: [CH:15]([N:13]1[CH2:14][CH:11]([C:9](=[O:10])[CH2:1][CH3:2])[CH2:12]1)([C:22]1[CH:27]=[CH:26][CH:25]=[CH:24][CH:23]=1)[C:16]1[CH:17]=[CH:18][CH:19]=[CH:20][CH:21]=1. (6) Given the reactants [CH3:1][O:2][C:3](=[O:15])[C:4](=O)[CH:5](Cl)[C:6]1[CH:11]=[CH:10][CH:9]=[CH:8][C:7]=1[CH3:12].[C:16]([NH2:19])(=[S:18])[CH3:17], predict the reaction product. The product is: [CH3:1][O:2][C:3]([C:4]1[N:19]=[C:16]([CH3:17])[S:18][C:5]=1[C:6]1[CH:11]=[CH:10][CH:9]=[CH:8][C:7]=1[CH3:12])=[O:15]. (7) Given the reactants [CH2:1]([C:3]1[CH:8]=[CH:7][C:6]([C:9]2[CH:14]=[CH:13][C:12]([C:15]([O:17][CH3:18])=[O:16])=[CH:11][C:10]=2[CH3:19])=[CH:5][C:4]=1I)[CH3:2].[B:21]1([B:21]2[O:25][C:24]([CH3:27])([CH3:26])[C:23]([CH3:29])([CH3:28])[O:22]2)[O:25][C:24]([CH3:27])([CH3:26])[C:23]([CH3:29])([CH3:28])[O:22]1.C([O-])(=O)C.[K+].O1CCOCC1, predict the reaction product. The product is: [CH2:1]([C:3]1[CH:8]=[CH:7][C:6]([C:9]2[CH:14]=[CH:13][C:12]([C:15]([O:17][CH3:18])=[O:16])=[CH:11][C:10]=2[CH3:19])=[CH:5][C:4]=1[B:21]1[O:25][C:24]([CH3:27])([CH3:26])[C:23]([CH3:29])([CH3:28])[O:22]1)[CH3:2]. (8) Given the reactants [CH3:1][O:2][C:3]1[C:4]([N:11]2[C:20](=[O:21])[C:19]3[C:14](=[CH:15][C:16]([C:22]([OH:24])=O)=[CH:17][CH:18]=3)[NH:13][C:12]2=[S:25])=[N:5][CH:6]=[C:7]([O:9][CH3:10])[CH:8]=1.[Cl:26][C:27]1[CH:34]=[CH:33][C:30]([CH2:31][NH2:32])=[CH:29][CH:28]=1.CCN(C(C)C)C(C)C.CN(C(ON1N=NC2C=CC=CC1=2)=[N+](C)C)C.[B-](F)(F)(F)F, predict the reaction product. The product is: [Cl:26][C:27]1[CH:34]=[CH:33][C:30]([CH2:31][NH:32][C:22]([C:16]2[CH:15]=[C:14]3[C:19]([C:20](=[O:21])[N:11]([C:4]4[C:3]([O:2][CH3:1])=[CH:8][C:7]([O:9][CH3:10])=[CH:6][N:5]=4)[C:12](=[S:25])[NH:13]3)=[CH:18][CH:17]=2)=[O:24])=[CH:29][CH:28]=1. (9) Given the reactants [OH:1][C:2]1[CH:10]=[CH:9][C:8]([CH:11]([CH2:17][CH2:18][CH2:19][CH2:20][CH2:21][CH2:22][CH2:23][CH2:24][CH3:25])[CH2:12][CH2:13][CH2:14][CH2:15][CH3:16])=[CH:7][C:3]=1[C:4]([OH:6])=[O:5].C(O)(=O)C1C(=CC=CC=1)O.C1(C)C(C)=CC=CC=1.[OH-].[Ca+2:45].[OH-], predict the reaction product. The product is: [CH3:16][CH2:15][CH2:14][CH2:13][CH2:12][CH:11]([C:8]1[CH:7]=[C:3]([C:4]([O-:6])=[O:5])[C:2]([OH:1])=[CH:10][CH:9]=1)[CH2:17][CH2:18][CH2:19][CH2:20][CH2:21][CH2:22][CH2:23][CH2:24][CH3:25].[Ca+2:45].[CH3:16][CH2:15][CH2:14][CH2:13][CH2:12][CH:11]([C:8]1[CH:7]=[C:3]([C:4]([O-:6])=[O:5])[C:2]([OH:1])=[CH:10][CH:9]=1)[CH2:17][CH2:18][CH2:19][CH2:20][CH2:21][CH2:22][CH2:23][CH2:24][CH3:25].